This data is from Catalyst prediction with 721,799 reactions and 888 catalyst types from USPTO. The task is: Predict which catalyst facilitates the given reaction. (1) Reactant: [Cl:1][C:2]1[CH:10]=[CH:9][CH:8]=[C:7]([CH3:11])[C:3]=1[C:4]([OH:6])=O.Cl.CN(C)CCCN=C=NCC.O.ON1C2C=CC=CC=2N=N1.Cl.[CH2:36]([O:38][C:39](=[O:61])[C@@H:40]([NH2:60])[CH2:41][C:42]1[CH:47]=[CH:46][C:45]([N:48]2[C:56](=[O:57])[C:55]3[C:50](=[CH:51][CH:52]=[CH:53][C:54]=3[CH3:58])[C:49]2=[O:59])=[CH:44][CH:43]=1)[CH3:37]. Product: [CH2:36]([O:38][C:39](=[O:61])[C@@H:40]([NH:60][C:4](=[O:6])[C:3]1[C:7]([CH3:11])=[CH:8][CH:9]=[CH:10][C:2]=1[Cl:1])[CH2:41][C:42]1[CH:43]=[CH:44][C:45]([N:48]2[C:56](=[O:57])[C:55]3[C:50](=[CH:51][CH:52]=[CH:53][C:54]=3[CH3:58])[C:49]2=[O:59])=[CH:46][CH:47]=1)[CH3:37]. The catalyst class is: 236. (2) The catalyst class is: 3. Product: [CH3:1][C:2]1[C:7]([CH3:8])=[CH:6][CH:5]=[CH:4][C:3]=1[C:9]1[CH:14]=[CH:13][CH:12]=[CH:11][C:10]=1[CH:15]=[CH:16][C:17]([N:23]([CH:20]([CH3:22])[CH3:21])[NH:24][C:25](=[O:32])[C:26]1[CH:27]=[CH:28][CH:29]=[CH:30][CH:31]=1)=[O:18]. Reactant: [CH3:1][C:2]1[C:7]([CH3:8])=[CH:6][CH:5]=[CH:4][C:3]=1[C:9]1[CH:14]=[CH:13][CH:12]=[CH:11][C:10]=1[CH:15]=[CH:16][C:17](O)=[O:18].[CH:20]([NH:23][NH:24][C:25](=[O:32])[C:26]1[CH:31]=[CH:30][CH:29]=[CH:28][CH:27]=1)([CH3:22])[CH3:21].C(N(CC)CC)C.C1C=CC2N(O)N=NC=2C=1.CCN=C=NCCCN(C)C. (3) Reactant: Br[CH2:2][CH:3]1[O:8][C:7]2[CH:9]=[C:10]([S:13]([CH3:16])(=[O:15])=[O:14])[CH:11]=[CH:12][C:6]=2[CH2:5][O:4]1.[NH:17]1[CH2:20][CH2:19][CH2:18]1. Product: [CH3:16][S:13]([C:10]1[CH:11]=[CH:12][C:6]2[CH2:5][O:4][CH:3]([CH2:2][N:17]3[CH2:20][CH2:19][CH2:18]3)[O:8][C:7]=2[CH:9]=1)(=[O:15])=[O:14]. The catalyst class is: 14. (4) Reactant: [CH3:1][CH2:2][CH2:3][CH2:4][C:5]([N:7]([C@H:26]([C:30]([OH:32])=[O:31])[CH:27]([CH3:29])[CH3:28])[CH2:8][C:9]1[CH:10]=[CH:11][C:12]([C:15]2[CH:16]=[CH:17][CH:18]=[CH:19][C:20]=2[C:21]2[NH:22]N=NN=2)=[CH:13][CH:14]=1)=[O:6].[CH3:33]OC(=O)[C@H](C(C)C)NCC1C=CC(C2C=CC=CC=2C#N)=CC=1.C(Cl)(=O)CCCC.C(N(CC)CC)C. Product: [CH3:33][O:32][C:30](=[O:31])[C@H:26]([CH:27]([CH3:28])[CH3:29])[N:7]([CH2:8][C:9]1[CH:14]=[CH:13][C:12]([C:15]2[CH:16]=[CH:17][CH:18]=[CH:19][C:20]=2[C:21]#[N:22])=[CH:11][CH:10]=1)[C:5](=[O:6])[CH2:4][CH2:3][CH2:2][CH3:1]. The catalyst class is: 4. (5) Reactant: [CH3:1][NH:2][C:3]1[C:11]2[C:6](=[CH:7][C:8]([C:12]([O:14]C)=[O:13])=[CH:9][CH:10]=2)[NH:5][N:4]=1.Cl. Product: [CH3:1][NH:2][C:3]1[C:11]2[C:6](=[CH:7][C:8]([C:12]([OH:14])=[O:13])=[CH:9][CH:10]=2)[NH:5][N:4]=1. The catalyst class is: 12. (6) Reactant: [H-].[Na+].[O:3]=[C:4]1[NH:13][C@H:12]([C:14]2[CH:21]=[CH:20][C:17]([C:18]#[N:19])=[CH:16][C:15]=2[S:22]([CH3:25])(=[O:24])=[O:23])[C:11]2[C:10](=[O:26])[CH2:9][CH2:8][CH2:7][C:6]=2[N:5]1[C:27]1[CH:32]=[CH:31][CH:30]=[C:29]([C:33]([F:36])([F:35])[F:34])[CH:28]=1.I[CH2:38][C:39]#[N:40]. Product: [C:39]([CH2:38][N:13]1[C@H:12]([C:14]2[CH:21]=[CH:20][C:17]([C:18]#[N:19])=[CH:16][C:15]=2[S:22]([CH3:25])(=[O:24])=[O:23])[C:11]2[C:10](=[O:26])[CH2:9][CH2:8][CH2:7][C:6]=2[N:5]([C:27]2[CH:32]=[CH:31][CH:30]=[C:29]([C:33]([F:35])([F:36])[F:34])[CH:28]=2)[C:4]1=[O:3])#[N:40]. The catalyst class is: 30. (7) Reactant: [NH2:1][C:2]1[S:6][C:5]2[CH2:7][CH2:8][CH2:9][CH2:10][C:4]=2[C:3]=1[C:11]([O:13]CC)=O.[CH2:16]([NH:23][C:24](=O)[C:25]1[CH:30]=[C:29]([O:31][CH3:32])[C:28]([O:33][CH3:34])=[C:27]([O:35][CH3:36])[CH:26]=1)[C:17]1[CH:22]=[CH:21][CH:20]=[CH:19][CH:18]=1.O=P(Cl)(Cl)Cl. Product: [CH2:16]([N:23]1[C:11](=[O:13])[C:3]2[C:4]3[CH2:10][CH2:9][CH2:8][CH2:7][C:5]=3[S:6][C:2]=2[N:1]=[C:24]1[C:25]1[CH:26]=[C:27]([O:35][CH3:36])[C:28]([O:33][CH3:34])=[C:29]([O:31][CH3:32])[CH:30]=1)[C:17]1[CH:18]=[CH:19][CH:20]=[CH:21][CH:22]=1. The catalyst class is: 26. (8) Reactant: Cl.[Cl:2][C:3]1[CH:8]=[CH:7][C:6]([F:9])=[CH:5][C:4]=1[CH:10]1[CH2:15][CH2:14][NH:13][CH2:12][CH2:11]1.[C:16]([O:20][C:21]([N:23]1[CH2:28][CH2:27][C:26]2[NH:29][N:30]=[C:31]([C:32](O)=[O:33])[C:25]=2[CH2:24]1)=[O:22])([CH3:19])([CH3:18])[CH3:17].C(N(C(C)C)CC)(C)C.CCN=C=NCCCN(C)C.C1C=CC2N(O)N=NC=2C=1. Product: [Cl:2][C:3]1[CH:8]=[CH:7][C:6]([F:9])=[CH:5][C:4]=1[CH:10]1[CH2:11][CH2:12][N:13]([C:32]([C:31]2[C:25]3[CH2:24][N:23]([C:21]([O:20][C:16]([CH3:19])([CH3:18])[CH3:17])=[O:22])[CH2:28][CH2:27][C:26]=3[NH:29][N:30]=2)=[O:33])[CH2:14][CH2:15]1. The catalyst class is: 18.